From a dataset of Forward reaction prediction with 1.9M reactions from USPTO patents (1976-2016). Predict the product of the given reaction. Given the reactants [H-].[Na+].[F:3][C:4]1[CH:27]=[CH:26][CH:25]=[C:24]([F:28])[C:5]=1[CH2:6][O:7][C:8]1[C:9]2[N:10]([C:15]([C:19]3[N:23]=[CH:22][NH:21][N:20]=3)=[C:16]([CH3:18])[N:17]=2)[CH:11]=[C:12]([CH3:14])[CH:13]=1.FC(F)(F)S(O[CH2:35][C:36]([CH3:41])([N+:38]([O-:40])=[O:39])[CH3:37])(=O)=O.[Cl-].[NH4+], predict the reaction product. The product is: [F:28][C:24]1[CH:25]=[CH:26][CH:27]=[C:4]([F:3])[C:5]=1[CH2:6][O:7][C:8]1[C:9]2[N:10]([C:15]([C:19]3[N:23]=[CH:22][N:21]([CH2:35][C:36]([CH3:41])([N+:38]([O-:40])=[O:39])[CH3:37])[N:20]=3)=[C:16]([CH3:18])[N:17]=2)[CH:11]=[C:12]([CH3:14])[CH:13]=1.